Predict which catalyst facilitates the given reaction. From a dataset of Catalyst prediction with 721,799 reactions and 888 catalyst types from USPTO. Reactant: C([O:4][CH2:5][C:6]1[O:7][C:8]([C:11]2[N:12]=[N:13][C:14]([N:17]3[CH2:20][CH:19]([CH2:21][C:22]4[CH:27]=[CH:26][CH:25]=[CH:24][C:23]=4[C:28]([F:31])([F:30])[F:29])[CH2:18]3)=[CH:15][CH:16]=2)=[N:9][N:10]=1)(=O)C.O.NN. Product: [F:31][C:28]([F:29])([F:30])[C:23]1[CH:24]=[CH:25][CH:26]=[CH:27][C:22]=1[CH2:21][CH:19]1[CH2:20][N:17]([C:14]2[N:13]=[N:12][C:11]([C:8]3[O:7][C:6]([CH2:5][OH:4])=[N:10][N:9]=3)=[CH:16][CH:15]=2)[CH2:18]1. The catalyst class is: 5.